From a dataset of NCI-60 drug combinations with 297,098 pairs across 59 cell lines. Regression. Given two drug SMILES strings and cell line genomic features, predict the synergy score measuring deviation from expected non-interaction effect. (1) Drug 1: CS(=O)(=O)OCCCCOS(=O)(=O)C. Synergy scores: CSS=-1.46, Synergy_ZIP=1.83, Synergy_Bliss=1.08, Synergy_Loewe=-0.167, Synergy_HSA=-2.11. Cell line: SK-MEL-28. Drug 2: CC(C)CN1C=NC2=C1C3=CC=CC=C3N=C2N. (2) Drug 1: COC1=CC(=CC(=C1O)OC)C2C3C(COC3=O)C(C4=CC5=C(C=C24)OCO5)OC6C(C(C7C(O6)COC(O7)C8=CC=CS8)O)O. Drug 2: C1C(C(OC1N2C=C(C(=O)NC2=O)F)CO)O. Cell line: LOX IMVI. Synergy scores: CSS=61.1, Synergy_ZIP=-1.84, Synergy_Bliss=-3.84, Synergy_Loewe=0.561, Synergy_HSA=2.96.